From a dataset of Catalyst prediction with 721,799 reactions and 888 catalyst types from USPTO. Predict which catalyst facilitates the given reaction. (1) Reactant: [NH2:1][CH2:2][CH2:3][N:4]1[C:8]([CH3:10])([CH3:9])[C:7](=[O:11])[NH:6][C:5]1=[O:12].CO.C(N(CC)C(C)C)(C)C.[Br:24][C:25]1[C:26]([C:32]2[S:33][C:34]([Cl:38])=[CH:35][C:36]=2[Br:37])=[N:27][C:28](Cl)=[N:29][CH:30]=1. Product: [Br:24][C:25]1[C:26]([C:32]2[S:33][C:34]([Cl:38])=[CH:35][C:36]=2[Br:37])=[N:27][C:28]([NH:1][CH2:2][CH2:3][N:4]2[C:8]([CH3:9])([CH3:10])[C:7](=[O:11])[NH:6][C:5]2=[O:12])=[N:29][CH:30]=1. The catalyst class is: 41. (2) Reactant: [O:1]=[S:2]1(=O)[CH2:7][CH2:6][N:5]([CH:8]([C:13]2[CH:18]=[CH:17][CH:16]=[C:15]([C:19]3[CH:20]=[C:21]4[C:27]([C:28]5[CH:33]=[CH:32][CH:31]=[CH:30][C:29]=5[O:34][CH3:35])=[CH:26][N:25](S(C5C=CC(C)=CC=5)(=O)=O)[C:22]4=[N:23][CH:24]=3)[CH:14]=2)[CH2:9][C:10](O)=[O:11])[CH2:4][CH2:3]1.[CH3:47][NH:48][CH3:49].C(N(C(C)C)CC)(C)C.F[P-](F)(F)(F)(F)F.N1(OC(N(C)C)=[N+](C)C)C2N=CC=CC=2N=N1.[OH-:83].[K+]. Product: [O:83]=[S:2]1(=[O:1])[CH2:3][CH2:4][N:5]([CH:8]([C:13]2[CH:18]=[CH:17][CH:16]=[C:15]([C:19]3[CH:20]=[C:21]4[C:27]([C:28]5[CH:33]=[CH:32][CH:31]=[CH:30][C:29]=5[O:34][CH3:35])=[CH:26][NH:25][C:22]4=[N:23][CH:24]=3)[CH:14]=2)[CH2:9][C:10]([N:48]([CH3:49])[CH3:47])=[O:11])[CH2:6][CH2:7]1. The catalyst class is: 121. (3) Reactant: C(N(CC)[C:4]([C:6]1[C:15]2[C:10](=[CH:11][CH:12]=[CH:13][CH:14]=2)[CH:9]=[CH:8][CH:7]=1)=[O:5])C.[CH:18]([Li])([CH2:20][CH3:21])[CH3:19]. Product: [CH:19]1[C:7]2=[C:6]3[C:15](=[CH:10][CH:9]=[C:8]2[CH:21]=[CH:20][CH:18]=1)[C:4](=[O:5])[C:6]1[C:7](=[CH:8][CH:9]=[C:10]2[CH:11]=[CH:12][CH:13]=[CH:14][C:15]2=1)[C:4]3=[O:5]. The catalyst class is: 7. (4) Reactant: C[O:2][C:3](=[O:32])[CH2:4][C:5]1[CH:14]=[C:13]([CH:15]2[CH2:20][CH2:19][N:18]([S:21]([C:24]3[CH:29]=[CH:28][CH:27]=[CH:26][C:25]=3[Cl:30])(=[O:23])=[O:22])[CH2:17][CH2:16]2)[C:12]2[C:7](=[CH:8][CH:9]=[C:10]([F:31])[CH:11]=2)[CH:6]=1.O.[OH-].[Li+]. Product: [Cl:30][C:25]1[CH:26]=[CH:27][CH:28]=[CH:29][C:24]=1[S:21]([N:18]1[CH2:19][CH2:20][CH:15]([C:13]2[C:12]3[C:7](=[CH:8][CH:9]=[C:10]([F:31])[CH:11]=3)[CH:6]=[C:5]([CH2:4][C:3]([OH:32])=[O:2])[CH:14]=2)[CH2:16][CH2:17]1)(=[O:22])=[O:23]. The catalyst class is: 20.